From a dataset of Peptide-MHC class II binding affinity with 134,281 pairs from IEDB. Regression. Given a peptide amino acid sequence and an MHC pseudo amino acid sequence, predict their binding affinity value. This is MHC class II binding data. (1) The peptide sequence is NLDVYDWSIPDDLLA. The MHC is DRB1_1201 with pseudo-sequence DRB1_1201. The binding affinity (normalized) is 0.0176. (2) The peptide sequence is RREIFIVETGLCSLA. The MHC is DRB5_0101 with pseudo-sequence DRB5_0101. The binding affinity (normalized) is 0.237. (3) The peptide sequence is GELQIVDKIDAAFPI. The MHC is DRB1_1201 with pseudo-sequence DRB1_1201. The binding affinity (normalized) is 0.553. (4) The peptide sequence is DDGRNIAWDNDKLES. The MHC is DRB1_1302 with pseudo-sequence DRB1_1302. The binding affinity (normalized) is 0.146. (5) The peptide sequence is GGKAYMDVISRRDQR. The MHC is DRB1_1101 with pseudo-sequence DRB1_1101. The binding affinity (normalized) is 0.655. (6) The peptide sequence is PWDVVPMVTQMAMTDTT. The MHC is DRB1_0405 with pseudo-sequence DRB1_0405. The binding affinity (normalized) is 0.813.